Dataset: Full USPTO retrosynthesis dataset with 1.9M reactions from patents (1976-2016). Task: Predict the reactants needed to synthesize the given product. (1) The reactants are: [CH3:1][C:2]1[CH:3]=[C:4]([CH:7]=[CH:8][CH:9]=1)[CH2:5][NH2:6].C([O:14][C:15]([C:17]1[CH:22]=[CH:21][CH:20]=[CH:19][C:18]=1[C:23]1[CH:28]=[CH:27][C:26]([CH2:29][N:30]2[C:38]3[C:33](=[CH:34][C:35]([C:39]([OH:41])=O)=[CH:36][CH:37]=3)[C:32]([CH3:42])=[C:31]2[CH3:43])=[CH:25][CH:24]=1)=[O:16])(C)(C)C. Given the product [CH3:43][C:31]1[N:30]([CH2:29][C:26]2[CH:27]=[CH:28][C:23]([C:18]3[C:17]([C:15]([OH:14])=[O:16])=[CH:22][CH:21]=[CH:20][CH:19]=3)=[CH:24][CH:25]=2)[C:38]2[C:33]([C:32]=1[CH3:42])=[CH:34][C:35]([C:39](=[O:41])[NH:6][CH2:5][C:4]1[CH:7]=[CH:8][CH:9]=[C:2]([CH3:1])[CH:3]=1)=[CH:36][CH:37]=2, predict the reactants needed to synthesize it. (2) Given the product [Cl:31][C:32]1[CH:33]=[C:34]2[C:38](=[CH:39][CH:40]=1)[NH:37][C:36]([C:41]([NH:43][C@@H:44]1[CH2:52][C:51]3[C:46](=[CH:47][CH:48]=[CH:49][CH:50]=3)[C@H:45]1[N:53]([CH3:54])[C:16]([C@@H:14]1[CH2:13][CH2:12][C:11](=[O:10])[O:15]1)=[O:18])=[O:42])=[CH:35]2, predict the reactants needed to synthesize it. The reactants are: CCN(C(C)C)C(C)C.[O:10]=[C:11]1[O:15][C@H:14]([C:16]([OH:18])=O)[CH2:13][CH2:12]1.CCN=C=NCCCN(C)C.Cl.[Cl:31][C:32]1[CH:33]=[C:34]2[C:38](=[CH:39][CH:40]=1)[NH:37][C:36]([C:41]([NH:43][C@@H:44]1[CH2:52][C:51]3[C:46](=[CH:47][CH:48]=[CH:49][CH:50]=3)[C@H:45]1[NH:53][CH3:54])=[O:42])=[CH:35]2.